From a dataset of Reaction yield outcomes from USPTO patents with 853,638 reactions. Predict the reaction yield, written as a fraction of the theoretical maximum amount of product (1.0 means a 100% yield; for example, 0.34 means a 34% yield). The reactants are [O:1]=[C:2]1[C:10]2([C:22]3[C:13](=[CH:14][C:15]4[O:20][CH2:19][CH2:18][O:17][C:16]=4[CH:21]=3)[O:12][CH2:11]2)[C:9]2[C:4](=[CH:5][CH:6]=[CH:7][CH:8]=2)[N:3]1[CH2:23][C:24](O)=[O:25].[F:27][C:28]1[CH:34]=[CH:33][CH:32]=[CH:31][C:29]=1[NH2:30].C(N(CC)CC)C.C(OC1C=CC2C(=CC=CC=2)N1C(OCC)=O)C. The catalyst is C(Cl)(Cl)Cl.C(OCC)(=O)C. The product is [F:27][C:28]1[CH:34]=[CH:33][CH:32]=[CH:31][C:29]=1[NH:30][C:24](=[O:25])[CH2:23][N:3]1[C:4]2[C:9](=[CH:8][CH:7]=[CH:6][CH:5]=2)[C:10]2([C:22]3[C:13](=[CH:14][C:15]4[O:20][CH2:19][CH2:18][O:17][C:16]=4[CH:21]=3)[O:12][CH2:11]2)[C:2]1=[O:1]. The yield is 0.120.